This data is from Reaction yield outcomes from USPTO patents with 853,638 reactions. The task is: Predict the reaction yield, written as a fraction of the theoretical maximum amount of product (1.0 means a 100% yield; for example, 0.34 means a 34% yield). (1) The reactants are [F:1][C:2]1[CH:7]=[CH:6][CH:5]=[CH:4][C:3]=1[CH2:8][C:9]([OH:11])=O.C(Cl)(=O)C(Cl)=O.[F:18][C:19]1[CH:24]=[CH:23][C:22]([O:25]C)=[CH:21][CH:20]=1.[Al+3].[Cl-].[Cl-].[Cl-]. The catalyst is ClCCl.CN(C=O)C. The product is [F:18][C:19]1[CH:20]=[CH:21][C:22]([OH:25])=[C:23]([C:9](=[O:11])[CH2:8][C:3]2[CH:4]=[CH:5][CH:6]=[CH:7][C:2]=2[F:1])[CH:24]=1. The yield is 0.540. (2) The reactants are [NH2:1][C:2]1[CH:7]=[CH:6][C:5]([S:8][CH2:9][CH2:10][N:11]([CH2:24][C:25]([F:28])([F:27])[F:26])[C:12]2[CH:19]=[CH:18][C:15]([C:16]#[N:17])=[C:14]([C:20]([F:23])([F:22])[F:21])[CH:13]=2)=[CH:4][CH:3]=1.[CH3:29][S:30](Cl)(=[O:32])=[O:31]. The catalyst is C(Cl)Cl. The product is [C:16]([C:15]1[CH:18]=[CH:19][C:12]([N:11]([CH2:24][C:25]([F:28])([F:26])[F:27])[CH2:10][CH2:9][S:8][C:5]2[CH:6]=[CH:7][C:2]([NH:1][S:30]([CH3:29])(=[O:32])=[O:31])=[CH:3][CH:4]=2)=[CH:13][C:14]=1[C:20]([F:21])([F:22])[F:23])#[N:17]. The yield is 0.550. (3) The reactants are C([O:8][C:9]1[CH:34]=[CH:33][C:12]([CH2:13][C:14]2[N:23]3[N:24]=[C:25]([NH2:27])[N:26]=[C:22]3[C:21]3[CH:20]=[CH:19][C:18]([NH:28][CH2:29][CH2:30][CH2:31][OH:32])=[CH:17][C:16]=3[N:15]=2)=[CH:11][C:10]=1[O:35][CH3:36])C1C=CC=CC=1.C(OC1C=CC(CC2N3N=C(N)N=C3C3C=CC(F)=CC=3N=2)=CC=1OC)C1C=CC=CC=1. No catalyst specified. The product is [NH2:27][C:25]1[N:26]=[C:22]2[N:23]([C:14]([CH2:13][C:12]3[CH:33]=[CH:34][C:9]([OH:8])=[C:10]([O:35][CH3:36])[CH:11]=3)=[N:15][C:16]3[CH:17]=[C:18]([NH:28][CH2:29][CH2:30][CH2:31][OH:32])[CH:19]=[CH:20][C:21]=32)[N:24]=1. The yield is 0.910. (4) The reactants are [S:1](=[O:31])(=[O:30])([O:3][C:4]1[C:5]([O:27][CH2:28][CH3:29])=[CH:6][CH:7]=[C:8]2[C:13]=1[CH:12]=[N:11][CH:10]=[C:9]2[CH2:14][C:15]1[CH:20]=[C:19]([O:21][CH3:22])[C:18]([O:23][CH3:24])=[C:17]([O:25][CH3:26])[CH:16]=1)[NH2:2].[ClH:32]. The catalyst is CO. The product is [ClH:32].[S:1](=[O:31])(=[O:30])([O:3][C:4]1[C:5]([O:27][CH2:28][CH3:29])=[CH:6][CH:7]=[C:8]2[C:13]=1[CH:12]=[N:11][CH:10]=[C:9]2[CH2:14][C:15]1[CH:20]=[C:19]([O:21][CH3:22])[C:18]([O:23][CH3:24])=[C:17]([O:25][CH3:26])[CH:16]=1)[NH2:2]. The yield is 0.160.